Dataset: NCI-60 drug combinations with 297,098 pairs across 59 cell lines. Task: Regression. Given two drug SMILES strings and cell line genomic features, predict the synergy score measuring deviation from expected non-interaction effect. Drug 1: C1=CC(=C2C(=C1NCCNCCO)C(=O)C3=C(C=CC(=C3C2=O)O)O)NCCNCCO. Drug 2: C1=NC2=C(N1)C(=S)N=CN2. Cell line: U251. Synergy scores: CSS=43.9, Synergy_ZIP=-7.57, Synergy_Bliss=-8.32, Synergy_Loewe=-13.0, Synergy_HSA=-3.62.